From a dataset of Clinical trial toxicity outcomes and FDA approval status for drugs. Regression/Classification. Given a drug SMILES string, predict its toxicity properties. Task type varies by dataset: regression for continuous values (e.g., LD50, hERG inhibition percentage) or binary classification for toxic/non-toxic outcomes (e.g., AMES mutagenicity, cardiotoxicity, hepatotoxicity). Dataset: clintox. (1) The compound is C[NH+]1C[C@H](C(=O)N[C@]2(C)O[C@@]3(O)[C@@H]4CCCN4C(=O)[C@H](Cc4ccccc4)N3C2=O)C=C2c3cccc4[nH]cc(c34)C[C@H]21. The result is 0 (passed clinical trial). (2) The drug is O=C1Nc2ccc(Cl)cc2[C@@](C#CC2CC2)(C(F)(F)F)O1. The result is 0 (passed clinical trial).